From a dataset of Reaction yield outcomes from USPTO patents with 853,638 reactions. Predict the reaction yield, written as a fraction of the theoretical maximum amount of product (1.0 means a 100% yield; for example, 0.34 means a 34% yield). The reactants are [NH2:1][CH2:2][CH2:3][CH2:4][CH2:5][O:6][Si](C(C)(C)C)(C1C=CC=CC=1)C1C=CC=CC=1.[C:24]([O:39][C@H:40]([CH2:45][CH2:46][CH2:47][CH2:48][CH2:49][CH2:50][CH2:51][CH2:52][CH2:53][CH2:54][CH3:55])[CH2:41][C:42]([OH:44])=O)(=[O:38])[CH2:25][CH2:26][CH2:27][CH2:28][CH2:29][CH2:30][CH2:31][CH2:32][CH2:33][CH2:34][CH2:35][CH2:36][CH3:37].C(Cl)CCl.CI.CCCC[N+](CCCC)(CCCC)CCCC.[F-]. The catalyst is C1COCC1. The product is [C:24]([O:39][C@H:40]([CH2:45][CH2:46][CH2:47][CH2:48][CH2:49][CH2:50][CH2:51][CH2:52][CH2:53][CH2:54][CH3:55])[CH2:41][C:42]([NH:1][CH2:2][CH2:3][CH2:4][CH2:5][OH:6])=[O:44])(=[O:38])[CH2:25][CH2:26][CH2:27][CH2:28][CH2:29][CH2:30][CH2:31][CH2:32][CH2:33][CH2:34][CH2:35][CH2:36][CH3:37]. The yield is 0.810.